Predict the reactants needed to synthesize the given product. From a dataset of Full USPTO retrosynthesis dataset with 1.9M reactions from patents (1976-2016). Given the product [CH2:1]([NH:8][C:9]([C:11]1[S:15][C:14]([C:16]2[CH:20]=[CH:19][N:18]([CH2:24][C@H:23]([C:26]3[CH:31]=[CH:30][CH:29]=[CH:28][CH:27]=3)[CH3:25])[N:17]=2)=[N:13][C:12]=1[CH3:21])=[O:10])[C:2]1[CH:3]=[CH:4][CH:5]=[CH:6][CH:7]=1, predict the reactants needed to synthesize it. The reactants are: [CH2:1]([NH:8][C:9]([C:11]1[S:15][C:14]([C:16]2[NH:17][N:18]=[CH:19][CH:20]=2)=[N:13][C:12]=1[CH3:21])=[O:10])[C:2]1[CH:7]=[CH:6][CH:5]=[CH:4][CH:3]=1.Br[C:23]([C:26]1[CH:31]=[CH:30][CH:29]=[CH:28][CH:27]=1)([CH3:25])[CH3:24].CCCCCCC.